From a dataset of Forward reaction prediction with 1.9M reactions from USPTO patents (1976-2016). Predict the product of the given reaction. (1) The product is: [NH:2]=[C:1]([C:3]1[CH:8]=[CH:7][CH:6]=[C:5]([NH:9][C:10]([NH:11][C:12]2[CH:17]=[CH:16][C:15]([S:18](=[O:20])(=[O:19])[NH:21][C:22]3[CH:27]=[CH:26][C:25]([S:28](=[O:30])(=[O:31])[NH2:29])=[CH:24][CH:23]=3)=[CH:14][CH:13]=2)=[O:32])[CH:4]=1)[N:36]1[CH2:37][CH2:38][N:33]([C:39]([O:41][CH3:42])=[O:40])[CH2:34][CH2:35]1. Given the reactants [C:1]([C:3]1[CH:4]=[C:5]([NH:9][C:10](=[O:32])[NH:11][C:12]2[CH:17]=[CH:16][C:15]([S:18]([NH:21][C:22]3[CH:27]=[CH:26][C:25]([S:28](=[O:31])(=[O:30])[NH2:29])=[CH:24][CH:23]=3)(=[O:20])=[O:19])=[CH:14][CH:13]=2)[CH:6]=[CH:7][CH:8]=1)#[N:2].[N:33]1([C:39]([O:41][CH3:42])=[O:40])[CH2:38][CH2:37][NH:36][CH2:35][CH2:34]1.CCN(C(C)C)C(C)C, predict the reaction product. (2) Given the reactants C([O:3][C:4](=[O:25])[CH2:5][CH:6]1[O:10][B:9]([OH:11])[C:8]2[CH:12]=[C:13]([O:18][C:19]3[N:24]=[CH:23][CH:22]=[CH:21][N:20]=3)[CH:14]=[C:15]([CH2:16][CH3:17])[C:7]1=2)C.[Li+].[OH-].Cl, predict the reaction product. The product is: [CH2:16]([C:15]1[C:7]2[CH:6]([CH2:5][C:4]([OH:25])=[O:3])[O:10][B:9]([OH:11])[C:8]=2[CH:12]=[C:13]([O:18][C:19]2[N:20]=[CH:21][CH:22]=[CH:23][N:24]=2)[CH:14]=1)[CH3:17].